Dataset: Catalyst prediction with 721,799 reactions and 888 catalyst types from USPTO. Task: Predict which catalyst facilitates the given reaction. (1) Reactant: [O:1]1[C:5]2[CH:6]=[CH:7][C:8]([CH2:10][NH:11][CH2:12][CH2:13][CH:14]3[CH2:19][CH2:18][CH2:17][CH2:16][N:15]3[C:20]3[CH:25]=[CH:24][N:23]=[C:22]([N:26]4[CH:30]=[CH:29][N:28]=[CH:27]4)[N:21]=3)=[CH:9][C:4]=2[O:3][CH2:2]1.CCN(C(C)C)C(C)C.[CH3:40][S:41](Cl)(=[O:43])=[O:42]. Product: [O:1]1[C:5]2[CH:6]=[CH:7][C:8]([CH2:10][N:11]([S:41]([CH3:40])(=[O:43])=[O:42])[CH2:12][CH2:13][CH:14]3[CH2:19][CH2:18][CH2:17][CH2:16][N:15]3[C:20]3[CH:25]=[CH:24][N:23]=[C:22]([N:26]4[CH:30]=[CH:29][N:28]=[CH:27]4)[N:21]=3)=[CH:9][C:4]=2[O:3][CH2:2]1. The catalyst class is: 1. (2) Reactant: [CH3:1][CH:2]1[CH2:7][CH2:6][CH2:5][CH2:4][N:3]1[C:8]1[CH:13]=[CH:12][C:11]([C:14]2[O:18][N:17]=[C:16]([C:19]3[CH:24]=[CH:23][N:22]=[C:21]([CH2:25]O)[CH:20]=3)[N:15]=2)=[CH:10][C:9]=1[C:27]([F:30])([F:29])[F:28].CCN(C(C)C)C(C)C.CS([Cl:44])(=O)=O.O. Product: [Cl:44][CH2:25][C:21]1[CH:20]=[C:19]([C:16]2[N:15]=[C:14]([C:11]3[CH:12]=[CH:13][C:8]([N:3]4[CH2:4][CH2:5][CH2:6][CH2:7][CH:2]4[CH3:1])=[C:9]([C:27]([F:30])([F:28])[F:29])[CH:10]=3)[O:18][N:17]=2)[CH:24]=[CH:23][N:22]=1. The catalyst class is: 2. (3) Reactant: C[O:2][C:3]([C@@H:5]1[C@H:9]([O:10][Si:11]([C:14]([CH3:17])([CH3:16])[CH3:15])([CH3:13])[CH3:12])[CH2:8][CH2:7][N:6]1[C:18]([O:20][C:21]([CH3:24])([CH3:23])[CH3:22])=[O:19])=O.O[C@H]1CCN[C@@H]1C(O)=O.COC(=O)[C@@H]1[C@@H](O[Si](C(C)(C)C)(C)C)CCN1C(OC(C)(C)C)=O.C([BH-](CC)CC)C.[Li+]. Product: [C:21]([O:20][C:18]([N:6]1[CH2:7][CH2:8][C@H:9]([O:10][Si:11]([C:14]([CH3:17])([CH3:16])[CH3:15])([CH3:13])[CH3:12])[C@H:5]1[CH2:3][OH:2])=[O:19])([CH3:24])([CH3:23])[CH3:22]. The catalyst class is: 1. (4) Reactant: [CH3:1][C:2]1[N:6]([CH2:7][CH2:8][CH2:9][N:10]2C(=O)C3C(=CC=CC=3)C2=O)[CH:5]=[N:4][CH:3]=1.O.NN. Product: [CH3:1][C:2]1[N:6]([CH2:7][CH2:8][CH2:9][NH2:10])[CH:5]=[N:4][CH:3]=1. The catalyst class is: 14. (5) Reactant: [NH2:1][C@H:2]1[CH2:6][CH2:5][NH:4][C:3]1=[O:7].[BH3-]C#N.[Na+].[F:12][C:13]1[CH:14]=[C:15]([CH:26]=[CH:27][CH:28]=1)[CH2:16][O:17][C:18]1[CH:25]=[CH:24][C:21]([CH:22]=O)=[CH:20][CH:19]=1.CS(O)(=O)=O. Product: [F:12][C:13]1[CH:14]=[C:15]([CH:26]=[CH:27][CH:28]=1)[CH2:16][O:17][C:18]1[CH:25]=[CH:24][C:21]([CH2:22][NH:1][C@H:2]2[CH2:6][CH2:5][NH:4][C:3]2=[O:7])=[CH:20][CH:19]=1. The catalyst class is: 5. (6) Reactant: [C:1]([C:4]1[C:34](=[O:35])[C@@:8]2([CH3:36])[C:9]3[C:15]([OH:16])=[CH:14][C:13]([O:17][CH3:18])=[C:12]([C:19]([NH:21][CH2:22][C:23]4[C:32]5[C:27](=[CH:28][CH:29]=[CH:30][CH:31]=5)[CH:26]=[CH:25][C:24]=4[CH3:33])=[O:20])[C:10]=3[O:11][C:7]2=[CH:6][C:5]=1[OH:37])(=O)[CH3:2].Cl.[CH:39]1([CH2:42][O:43][NH2:44])[CH2:41][CH2:40]1.C(=O)(O)[O-].[Na+]. Product: [CH:39]1([CH2:42][O:43]/[N:44]=[C:1](/[C:4]2[C:34](=[O:35])[C@@:8]3([CH3:36])[C:9]4[C:15]([OH:16])=[CH:14][C:13]([O:17][CH3:18])=[C:12]([C:19]([NH:21][CH2:22][C:23]5[C:32]6[C:27](=[CH:28][CH:29]=[CH:30][CH:31]=6)[CH:26]=[CH:25][C:24]=5[CH3:33])=[O:20])[C:10]=4[O:11][C:7]3=[CH:6][C:5]=2[OH:37])\[CH3:2])[CH2:41][CH2:40]1. The catalyst class is: 83.